From a dataset of Reaction yield outcomes from USPTO patents with 853,638 reactions. Predict the reaction yield, written as a fraction of the theoretical maximum amount of product (1.0 means a 100% yield; for example, 0.34 means a 34% yield). (1) The reactants are [CH2:1]([C:3]1[C:11]2[C:6](=[CH:7][C:8]([C:12]([OH:14])=O)=[CH:9][CH:10]=2)[NH:5][N:4]=1)[CH3:2].Cl.CN(C)CCCN=C=NCC.Cl.[CH3:28][NH:29][O:30][CH3:31].CN(C)C=O. The catalyst is CN(C)C1C=CN=CC=1.C(Cl)Cl.O. The product is [CH2:1]([C:3]1[C:11]2[C:6](=[CH:7][C:8]([C:12]([N:29]([O:30][CH3:31])[CH3:28])=[O:14])=[CH:9][CH:10]=2)[NH:5][N:4]=1)[CH3:2]. The yield is 0.330. (2) The reactants are [F:1][C:2]1[CH:11]=[CH:10][C:9]2[O:8][CH2:7][C:6]3[CH:12]=[C:13]([C:15](Cl)=[O:16])[S:14][C:5]=3[C:4]=2[CH:3]=1.[Br:18][C:19]1[CH:26]=[CH:25][CH:24]=[CH:23][C:20]=1[NH:21][CH3:22].N1C=CC=CC=1. The catalyst is CN(C1C=CN=CC=1)C.C(Cl)Cl. The product is [Br:18][C:19]1[CH:26]=[CH:25][CH:24]=[CH:23][C:20]=1[N:21]([CH3:22])[C:15]([C:13]1[S:14][C:5]2[C:4]3[CH:3]=[C:2]([F:1])[CH:11]=[CH:10][C:9]=3[O:8][CH2:7][C:6]=2[CH:12]=1)=[O:16]. The yield is 0.240. (3) The reactants are [NH2:1][C@@H:2]1[CH2:7][CH2:6][CH2:5][N:4]([C:8]2[C:21]([Cl:22])=[CH:20][CH:19]=[CH:18][C:9]=2/[CH:10]=[C:11]2/[C:12](=[O:17])[NH:13][C:14](=[O:16])[S:15]/2)[CH2:3]1.[CH:23](=O)[CH2:24][CH3:25].C(O[BH-](O[C:37](=O)[CH3:38])OC(=O)C)(=O)C.[Na+].[C:41]([O-])([O-])=O.[K+].[K+]. The catalyst is C(Cl)Cl. The product is [Cl:22][C:21]1[C:8]([N:4]2[CH2:5][CH2:6][CH2:7][C@@H:2]([N:1]([CH2:41][CH2:37][CH3:38])[CH2:23][CH2:24][CH3:25])[CH2:3]2)=[C:9]([CH:18]=[CH:19][CH:20]=1)/[CH:10]=[C:11]1/[C:12](=[O:17])[NH:13][C:14](=[O:16])[S:15]/1. The yield is 0.770. (4) The reactants are [Cl:1][C:2]1[CH:7]=[CH:6][C:5]([CH2:8][C:9]([C:11]2[CH:12]=[N:13][CH:14]=[CH:15][C:16]=2[C:17]([O:19]C)=O)=O)=[CH:4][CH:3]=1.O.[NH2:22][NH2:23]. The catalyst is C(O)C.C(O)(=O)C. The product is [Cl:1][C:2]1[CH:7]=[CH:6][C:5]([CH2:8][C:9]2[C:11]3[CH:12]=[N:13][CH:14]=[CH:15][C:16]=3[C:17](=[O:19])[NH:23][N:22]=2)=[CH:4][CH:3]=1. The yield is 0.780. (5) The reactants are [NH4+:1].[OH-].[OH:3][CH2:4][CH:5]1[CH2:10][CH2:9][C:8](=O)[CH2:7][CH2:6]1.[NH4+:12].[Cl-].[C-:14]#N.[Na+]. The catalyst is CO. The product is [NH2:1][C:8]1([C:14]#[N:12])[CH2:9][CH2:10][CH:5]([CH2:4][OH:3])[CH2:6][CH2:7]1. The yield is 0.670. (6) The reactants are [C:1]([OH:5])(=O)[CH2:2][OH:3].[Cl:6][C:7]1[CH:8]=[C:9]([NH:21][C:22]2[C:31]3[C:26](=[CH:27][CH:28]=[CH:29][C:30]=3[O:32][CH2:33][CH2:34][NH:35][CH2:36][CH:37]3[CH2:39][CH2:38]3)[N:25]=[CH:24][N:23]=2)[CH:10]=[CH:11][C:12]=1[O:13][CH2:14][C:15]1[CH:20]=[CH:19][CH:18]=[CH:17][N:16]=1. No catalyst specified. The product is [Cl:6][C:7]1[CH:8]=[C:9]([NH:21][C:22]2[C:31]3[C:26](=[CH:27][CH:28]=[CH:29][C:30]=3[O:32][CH2:33][CH2:34][N:35]([CH2:36][CH:37]3[CH2:39][CH2:38]3)[C:1](=[O:5])[CH2:2][OH:3])[N:25]=[CH:24][N:23]=2)[CH:10]=[CH:11][C:12]=1[O:13][CH2:14][C:15]1[CH:20]=[CH:19][CH:18]=[CH:17][N:16]=1. The yield is 0.230.